Predict the reaction yield, written as a fraction of the theoretical maximum amount of product (1.0 means a 100% yield; for example, 0.34 means a 34% yield). From a dataset of Reaction yield outcomes from USPTO patents with 853,638 reactions. (1) The reactants are C([O:5][C:6]([N:8]1[CH2:13][CH2:12][CH:11]([C:14]2[C:23]3[C:18](=[CH:19][C:20]([O:24][CH2:25][CH2:26]O)=[CH:21][CH:22]=3)[N:17]=[CH:16][N:15]=2)[CH2:10][CH2:9]1)=O)(C)(C)C.CCN(CC)CC.CS(Cl)(=O)=O.[CH3:40][N:41]1[CH2:46][CH2:45][NH:44][CH2:43][C:42]1=[O:47].Cl.[N+](C1C=CC(OC(=O)[NH:60][C:61]2[CH:66]=[CH:65][C:64]([N:67]3[CH2:71][CH2:70][CH2:69][CH2:68]3)=[CH:63][CH:62]=2)=CC=1)([O-])=O. The catalyst is C(Cl)Cl.CS(C)=O.O. The product is [N:67]1([C:64]2[CH:65]=[CH:66][C:61]([NH:60][C:6]([N:8]3[CH2:13][CH2:12][CH:11]([C:14]4[C:23]5[C:18](=[CH:19][C:20]([O:24][CH2:25][CH2:26][N:44]6[CH2:45][CH2:46][N:41]([CH3:40])[C:42](=[O:47])[CH2:43]6)=[CH:21][CH:22]=5)[N:17]=[CH:16][N:15]=4)[CH2:10][CH2:9]3)=[O:5])=[CH:62][CH:63]=2)[CH2:68][CH2:69][CH2:70][CH2:71]1. The yield is 0.0600. (2) The reactants are [OH:1][C:2]1[CH:10]=[CH:9][C:8]([O:11][CH3:12])=[CH:7][C:3]=1[C:4]([OH:6])=[O:5].[H-].[Na+].[CH2:15](Br)[C:16]1[CH:21]=[CH:20][CH:19]=[CH:18][CH:17]=1.O. The catalyst is CN(C=O)C. The product is [OH:1][C:2]1[CH:10]=[CH:9][C:8]([O:11][CH3:12])=[CH:7][C:3]=1[C:4]([O:6][CH2:15][C:16]1[CH:21]=[CH:20][CH:19]=[CH:18][CH:17]=1)=[O:5]. The yield is 0.750. (3) The reactants are [OH-].[K+].[CH2:3]([O:5][C@@H:6]([CH2:10][C:11]1[CH:16]=[CH:15][C:14]([O:17][CH2:18][C:19](=[O:29])[NH:20][CH2:21][CH2:22][C:23]2[CH:28]=[CH:27][CH:26]=[CH:25][CH:24]=2)=[CH:13][CH:12]=1)[C:7]([OH:9])=[O:8])[CH3:4].Br[CH2:31][CH2:32][CH2:33][CH2:34][CH2:35][CH3:36].C(OC(C)C)(C)C. The catalyst is CS(C)=O. The product is [CH2:3]([O:5][C@@H:6]([CH2:10][C:11]1[CH:16]=[CH:15][C:14]([O:17][CH2:18][C:19]([N:20]([CH2:31][CH2:32][CH2:33][CH2:34][CH2:35][CH3:36])[CH2:21][CH2:22][C:23]2[CH:28]=[CH:27][CH:26]=[CH:25][CH:24]=2)=[O:29])=[CH:13][CH:12]=1)[C:7]([OH:9])=[O:8])[CH3:4]. The yield is 0.911. (4) The reactants are C([N:8]1[C:12]([NH:13][CH:14]2[CH2:19][CH2:18][CH:17]([O:20][Si:21]([C:24]([CH3:27])([CH3:26])[CH3:25])([CH3:23])[CH3:22])[CH2:16][CH2:15]2)=[CH:11][CH:10]=[N:9]1)C1C=CC=CC=1.C(O)(=O)C.C([O-])=O.[NH4+].C(OCC)(=O)C. The catalyst is C(O)C.[OH-].[Pd+2].[OH-]. The product is [Si:21]([O:20][CH:17]1[CH2:18][CH2:19][CH:14]([NH:13][C:12]2[NH:8][N:9]=[CH:10][CH:11]=2)[CH2:15][CH2:16]1)([C:24]([CH3:27])([CH3:26])[CH3:25])([CH3:22])[CH3:23]. The yield is 0.690. (5) The reactants are [N+:1]([C:4]1[CH:5]=[C:6](/[C:10](/[CH2:17][CH3:18])=[CH:11]/[C:12](OCC)=[O:13])[CH:7]=[CH:8][CH:9]=1)([O-:3])=[O:2].[H-].C([Al+]CC(C)C)C(C)C.O.C(=O)([O-])O.[Na+]. The catalyst is C1(C)C=CC=CC=1.C(OCC)(=O)C. The product is [N+:1]([C:4]1[CH:5]=[C:6](/[C:10](/[CH2:17][CH3:18])=[CH:11]/[CH2:12][OH:13])[CH:7]=[CH:8][CH:9]=1)([O-:3])=[O:2]. The yield is 0.900. (6) The reactants are C([O:3][C:4]([C:6]1[CH:7]=[N:8][N:9]([CH3:29])[C:10]=1[C:11](=[O:28])[NH:12][C:13]1[CH:14]=[CH:15][C:16]2[N:17]([N:19]=[C:20]([N:22]3[CH2:27][CH2:26][O:25][CH2:24][CH2:23]3)[N:21]=2)[CH:18]=1)=[O:5])C.O.[OH-].[Li+]. The catalyst is CO.O. The yield is 0.710. The product is [CH3:29][N:9]1[C:10]([C:11](=[O:28])[NH:12][C:13]2[CH:14]=[CH:15][C:16]3[N:17]([N:19]=[C:20]([N:22]4[CH2:23][CH2:24][O:25][CH2:26][CH2:27]4)[N:21]=3)[CH:18]=2)=[C:6]([C:4]([OH:5])=[O:3])[CH:7]=[N:8]1. (7) The yield is 0.960. The product is [CH2:1]([O:3][C:4]([C:6]12[CH2:8][CH:7]1[CH:9]=[CH:10][CH2:33][CH2:32][CH2:31][CH2:30][CH2:29][CH:28]([NH:36][C:37]([O:39][C:40]([CH3:42])([CH3:43])[CH3:41])=[O:38])[C:27](=[O:44])[N:15]1[CH:14]([CH2:18][CH:17]([O:19][Si:20]([C:23]([CH3:24])([CH3:26])[CH3:25])([CH3:21])[CH3:22])[CH2:16]1)[C:12](=[O:13])[NH:11]2)=[O:5])[CH3:2]. The catalyst is C(Cl)Cl. The reactants are [CH2:1]([O:3][C:4]([C:6]1([NH:11][C:12]([CH:14]2[CH2:18][CH:17]([O:19][Si:20]([C:23]([CH3:26])([CH3:25])[CH3:24])([CH3:22])[CH3:21])[CH2:16][N:15]2[C:27](=[O:44])[CH:28]([NH:36][C:37]([O:39][C:40]([CH3:43])([CH3:42])[CH3:41])=[O:38])[CH2:29][CH2:30][CH2:31][CH2:32][CH2:33]C=C)=[O:13])[CH2:8][CH:7]1[CH:9]=[CH2:10])=[O:5])[CH3:2].C1(P(C2CCCCC2)C2CCCCC2)CCCCC1.